From a dataset of Full USPTO retrosynthesis dataset with 1.9M reactions from patents (1976-2016). Predict the reactants needed to synthesize the given product. (1) Given the product [F:16][C:15]1[CH:14]=[C:13]([C:17]([OH:20])([CH3:18])[CH3:19])[CH:12]=[C:11]([F:21])[C:10]=1[C:4]1[S:3][C:2]([NH:1][C:29]2[CH:30]=[CH:31][C:26]([S:23]([CH3:22])(=[O:25])=[O:24])=[CH:27][CH:28]=2)=[C:6]([C:7]([NH2:9])=[O:8])[CH:5]=1, predict the reactants needed to synthesize it. The reactants are: [NH2:1][C:2]1[S:3][C:4]([C:10]2[C:15]([F:16])=[CH:14][C:13]([C:17]([OH:20])([CH3:19])[CH3:18])=[CH:12][C:11]=2[F:21])=[CH:5][C:6]=1[C:7]([NH2:9])=[O:8].[CH3:22][S:23]([C:26]1[CH:31]=[CH:30][C:29](Br)=[CH:28][CH:27]=1)(=[O:25])=[O:24].C([O-])([O-])=O.[K+].[K+].CC(C1C=C(C(C)C)C(C2C=CC=CC=2P(C2CCCCC2)C2CCCCC2)=C(C(C)C)C=1)C. (2) Given the product [Cl:1][C:2]1[CH:3]=[C:4]([CH:19]=[CH:20][C:21]=1[Cl:22])[CH2:5][N:6]1[CH2:7][CH2:8][N:9]([C:12]2[CH:17]=[CH:16][CH:15]=[CH:14][C:13]=2[NH:18][C:32]([NH:31][C:27]2[CH:28]=[CH:29][CH:30]=[C:25]([O:24][CH3:23])[CH:26]=2)=[O:33])[CH2:10][CH2:11]1, predict the reactants needed to synthesize it. The reactants are: [Cl:1][C:2]1[CH:3]=[C:4]([CH:19]=[CH:20][C:21]=1[Cl:22])[CH2:5][N:6]1[CH2:11][CH2:10][N:9]([C:12]2[CH:17]=[CH:16][CH:15]=[CH:14][C:13]=2[NH2:18])[CH2:8][CH2:7]1.[CH3:23][O:24][C:25]1[CH:26]=[C:27]([N:31]=[C:32]=[O:33])[CH:28]=[CH:29][CH:30]=1. (3) Given the product [Cl:22][C:23]1[CH:31]=[CH:30][CH:29]=[C:28]([Cl:32])[C:24]=1[C:25]([NH:20][C:18]1[CH:17]=[CH:16][C:12]2[O:13][CH2:14][CH2:15][N:10]([S:7]([C:3]3[CH:2]=[C:1]([CH3:21])[CH:6]=[CH:5][CH:4]=3)(=[O:9])=[O:8])[C:11]=2[N:19]=1)=[O:26], predict the reactants needed to synthesize it. The reactants are: [C:1]1([CH3:21])[CH:6]=[CH:5][CH:4]=[C:3]([S:7]([N:10]2[CH2:15][CH2:14][O:13][C:12]3[CH:16]=[CH:17][C:18]([NH2:20])=[N:19][C:11]2=3)(=[O:9])=[O:8])[CH:2]=1.[Cl:22][C:23]1[CH:31]=[CH:30][CH:29]=[C:28]([Cl:32])[C:24]=1[C:25](Cl)=[O:26].C([O-])(O)=O.[Na+]. (4) Given the product [CH2:34]([O:37][N:38]([C@H:51]1[CH2:56][N:55]([C:57]([O:59][C:60]([CH3:61])([CH3:62])[CH3:63])=[O:58])[C@H:54]([CH2:64][OH:65])[C:53]([CH:73]([CH3:75])[CH3:74])=[CH:52]1)[S:39]([C:42]1[CH:47]=[CH:46][CH:45]=[CH:44][C:43]=1[N+:48]([O-:50])=[O:49])(=[O:41])=[O:40])[CH:35]=[CH2:36], predict the reactants needed to synthesize it. The reactants are: C(ON([C@H]1CN(C(OC(C)(C)C)=O)[C@H](CO)C(C)=C1)S(C1C=CC=CC=1[N+]([O-])=O)(=O)=O)C=C.[CH2:34]([O:37][N:38]([C@H:51]1[CH2:56][N:55]([C:57]([O:59][C:60]([CH3:63])([CH3:62])[CH3:61])=[O:58])[C@H:54]([CH2:64][O:65][Si](C(C)(C)C)(C)C)[C:53]([CH:73]([CH3:75])[CH3:74])=[CH:52]1)[S:39]([C:42]1[CH:47]=[CH:46][CH:45]=[CH:44][C:43]=1[N+:48]([O-:50])=[O:49])(=[O:41])=[O:40])[CH:35]=[CH2:36].